Dataset: Forward reaction prediction with 1.9M reactions from USPTO patents (1976-2016). Task: Predict the product of the given reaction. (1) The product is: [F:1][C:2]1[CH:3]=[C:4]2[NH:20][NH:21][CH:22]([C:23]3[CH:28]=[CH:27][C:26]([F:29])=[CH:25][CH:24]=3)[CH:13]([C:14]3[N:18]([CH3:19])[N:17]=[CH:16][N:15]=3)[C:6]3=[N:7][NH:8][C:9](=[O:12])[C:10]([CH:11]=1)=[C:5]23. Given the reactants [F:1][C:2]1[CH:11]=[C:10]2[C:5]([C:6]([CH2:13][C:14]3[N:18]([CH3:19])[N:17]=[CH:16][N:15]=3)=[N:7][NH:8][C:9]2=[O:12])=[C:4]([NH:20]/[N:21]=[CH:22]/[C:23]2[CH:28]=[CH:27][C:26]([F:29])=[CH:25][CH:24]=2)[CH:3]=1.C(=O)([O-])[O-].[Cs+].[Cs+], predict the reaction product. (2) Given the reactants [Cl:1][C:2]1[CH:3]=[N:4][C:5]2[N:6]([N:8]=[C:9]([C:11]([OH:13])=O)[CH:10]=2)[CH:7]=1.[CH3:14][CH:15]1[C:24]2[C:19](=[CH:20][CH:21]=[CH:22][CH:23]=2)[CH2:18][CH2:17][NH:16]1, predict the reaction product. The product is: [Cl:1][C:2]1[CH:3]=[N:4][C:5]2[N:6]([N:8]=[C:9]([C:11]([N:16]3[CH2:17][CH2:18][C:19]4[C:24](=[CH:23][CH:22]=[CH:21][CH:20]=4)[C@@H:15]3[CH3:14])=[O:13])[CH:10]=2)[CH:7]=1. (3) Given the reactants Br[C:2]1[CH:3]=[C:4]([C:7]2[CH:8]=[N:9][CH:10]=[CH:11][CH:12]=2)[S:5][CH:6]=1.[B:13]1([B:13]2[O:18][CH2:17][C:16]([CH3:20])([CH3:19])[CH2:15][O:14]2)[O:18][CH2:17][C:16]([CH3:20])([CH3:19])[CH2:15][O:14]1.CC([O-])=O.[K+], predict the reaction product. The product is: [CH3:19][C:16]1([CH3:20])[CH2:17][O:18][B:13]([C:2]2[CH:3]=[C:4]([C:7]3[CH:8]=[N:9][CH:10]=[CH:11][CH:12]=3)[S:5][CH:6]=2)[O:14][CH2:15]1. (4) Given the reactants [N:1]1[CH:6]=[CH:5][CH:4]=[C:3]([CH2:7][NH2:8])[CH:2]=1.[C:9](=O)(ON1C(=O)CCC1=O)[O:10]N1C(=O)CCC1=O.C(N(CC)CC)C.[NH:34]1[CH2:39][CH:38]=[C:37]([C:40]2[C:48]3[C:43](=[N:44][CH:45]=[CH:46][CH:47]=3)[NH:42][CH:41]=2)[CH2:36][CH2:35]1, predict the reaction product. The product is: [N:1]1[CH:6]=[CH:5][CH:4]=[C:3]([CH2:7][NH:8][C:9]([N:34]2[CH2:35][CH:36]=[C:37]([C:40]3[C:48]4[C:43](=[N:44][CH:45]=[CH:46][CH:47]=4)[NH:42][CH:41]=3)[CH2:38][CH2:39]2)=[O:10])[CH:2]=1. (5) Given the reactants FC(F)(F)C(O)=O.[NH2:8][CH:9]([CH2:14][C:15]1[CH:20]=[CH:19][C:18]([O:21][CH2:22][CH2:23][N:24]2[C:28]3[CH:29]=[CH:30][C:31]([C:33](=[O:40])[C:34]4[CH:39]=[CH:38][CH:37]=[CH:36][CH:35]=4)=[CH:32][C:27]=3[S:26][C:25]2=[O:41])=[CH:17][CH:16]=1)[C:10]([O:12][CH3:13])=[O:11].C(N(CC)CC)C.[C:49]1([CH2:55][C:56](Cl)=[O:57])[CH:54]=[CH:53][CH:52]=[CH:51][CH:50]=1, predict the reaction product. The product is: [C:33]([C:31]1[CH:30]=[CH:29][C:28]2[N:24]([CH2:23][CH2:22][O:21][C:18]3[CH:17]=[CH:16][C:15]([CH2:14][CH:9]([NH:8][C:56](=[O:57])[CH2:55][C:49]4[CH:54]=[CH:53][CH:52]=[CH:51][CH:50]=4)[C:10]([O:12][CH3:13])=[O:11])=[CH:20][CH:19]=3)[C:25](=[O:41])[S:26][C:27]=2[CH:32]=1)(=[O:40])[C:34]1[CH:35]=[CH:36][CH:37]=[CH:38][CH:39]=1. (6) Given the reactants [Cl:1][C:2]1[CH:7]=[CH:6][C:5]([OH:8])=[CH:4][C:3]=1[N+:9]([O-:11])=[O:10].C(=O)([O-])[O-].[K+].[K+].[CH3:18][O:19][C:20](=[O:23])[CH2:21]Br, predict the reaction product. The product is: [CH3:18][O:19][C:20](=[O:23])[CH2:21][O:8][C:5]1[CH:6]=[CH:7][C:2]([Cl:1])=[C:3]([N+:9]([O-:11])=[O:10])[CH:4]=1. (7) Given the reactants [OH-].[Na+].[CH2:3]([O:5][C:6]1[CH:11]=[C:10]([CH2:12][N:13]2[CH2:16][C:15]3([CH2:20][C:19]([N:21]4[CH2:26][CH2:25][CH:24]([C:27]([O:29]CC)=[O:28])[CH2:23][CH2:22]4)=[N:18][O:17]3)[CH2:14]2)[CH:9]=[C:8]([O:32][CH2:33][CH3:34])[C:7]=1[C:35]1[CH:40]=[CH:39][C:38]([F:41])=[CH:37][CH:36]=1)[CH3:4].Cl, predict the reaction product. The product is: [CH2:33]([O:32][C:8]1[CH:9]=[C:10]([CH2:12][N:13]2[CH2:16][C:15]3([CH2:20][C:19]([N:21]4[CH2:22][CH2:23][CH:24]([C:27]([OH:29])=[O:28])[CH2:25][CH2:26]4)=[N:18][O:17]3)[CH2:14]2)[CH:11]=[C:6]([O:5][CH2:3][CH3:4])[C:7]=1[C:35]1[CH:40]=[CH:39][C:38]([F:41])=[CH:37][CH:36]=1)[CH3:34]. (8) Given the reactants [H-].[Na+].[CH3:3][O:4][C:5]1[CH:17]=[CH:16][C:8]([CH2:9][NH:10][C:11]([CH:13]2[CH2:15][CH2:14]2)=[O:12])=[CH:7][CH:6]=1.[CH2:18](Br)[C:19]#[CH:20].C1(C)C=CC=CC=1, predict the reaction product. The product is: [CH3:3][O:4][C:5]1[CH:17]=[CH:16][C:8]([CH2:9][N:10]([CH2:20][C:19]#[CH:18])[C:11]([CH:13]2[CH2:14][CH2:15]2)=[O:12])=[CH:7][CH:6]=1. (9) Given the reactants [Br:1][C:2]1[C:6]2[CH2:7][N:8]([C:11]([O:13][C:14]([CH3:17])([CH3:16])[CH3:15])=[O:12])[CH2:9][CH2:10][C:5]=2[NH:4][N:3]=1.CS(O[CH:23]1[CH2:28][CH2:27][N:26]([CH:29]2[CH2:32][O:31][CH2:30]2)[CH2:25][CH2:24]1)(=O)=O.C([O-])([O-])=O.[Cs+].[Cs+], predict the reaction product. The product is: [Br:1][C:2]1[C:6]2[CH2:7][N:8]([C:11]([O:13][C:14]([CH3:17])([CH3:16])[CH3:15])=[O:12])[CH2:9][CH2:10][C:5]=2[N:4]([CH:23]2[CH2:28][CH2:27][N:26]([CH:29]3[CH2:32][O:31][CH2:30]3)[CH2:25][CH2:24]2)[N:3]=1.